From a dataset of Peptide-MHC class I binding affinity with 185,985 pairs from IEDB/IMGT. Regression. Given a peptide amino acid sequence and an MHC pseudo amino acid sequence, predict their binding affinity value. This is MHC class I binding data. (1) The peptide sequence is IAMGYVVSSF. The MHC is HLA-A29:02 with pseudo-sequence HLA-A29:02. The binding affinity (normalized) is 0.324. (2) The peptide sequence is NQLYLTVSF. The MHC is HLA-B57:01 with pseudo-sequence HLA-B57:01. The binding affinity (normalized) is 0.0847. (3) The peptide sequence is APPPQRAAM. The MHC is HLA-C14:02 with pseudo-sequence HLA-C14:02. The binding affinity (normalized) is 0.619.